From a dataset of Full USPTO retrosynthesis dataset with 1.9M reactions from patents (1976-2016). Predict the reactants needed to synthesize the given product. (1) Given the product [NH2:8][C:5]1[N:6]=[CH:7][C:2]([C:18]2[CH2:23][CH2:22][N:21]([C:24]([O:26][C:27]([CH3:30])([CH3:29])[CH3:28])=[O:25])[CH2:20][CH:19]=2)=[C:3]([CH3:9])[CH:4]=1, predict the reactants needed to synthesize it. The reactants are: Br[C:2]1[C:3]([CH3:9])=[CH:4][C:5]([NH2:8])=[N:6][CH:7]=1.CC1(C)C(C)(C)OB([C:18]2[CH2:23][CH2:22][N:21]([C:24]([O:26][C:27]([CH3:30])([CH3:29])[CH3:28])=[O:25])[CH2:20][CH:19]=2)O1.C(=O)([O-])[O-].[Na+].[Na+]. (2) Given the product [CH3:30][C@H:29]1[C@@H:21]2[C:12]3([CH2:11][C:10]4[CH:9]=[C:8]([C:40]5[NH:39][N:38]=[CH:42][CH:41]=5)[N:25]=[CH:24][C:23]=4[N:22]2[CH2:26][C@@H:27]([CH3:31])[O:28]1)[C:17](=[O:18])[NH:16][C:15](=[O:19])[NH:14][C:13]3=[O:20], predict the reactants needed to synthesize it. The reactants are: O1CCOCC1.Br[C:8]1[N:25]=[CH:24][C:23]2[N:22]3[CH2:26][C@@H:27]([CH3:31])[O:28][C@@H:29]([CH3:30])[C@@H:21]3[C:12]3([C:17](=[O:18])[NH:16][C:15](=[O:19])[NH:14][C:13]3=[O:20])[CH2:11][C:10]=2[CH:9]=1.O1CCCCC1[N:38]1[C:42](B(O)O)=[CH:41][CH:40]=[N:39]1.C(=O)([O-])[O-].[Cs+].[Cs+]. (3) Given the product [NH2:1][C@@:2]([C:6]1[CH:15]=[CH:14][C:13]2[C:8](=[CH:9][CH:10]=[C:11]([O:16][C@H:17]3[CH2:22][CH2:21][C@H:20]([C:23]([F:24])([F:25])[F:26])[CH2:19][CH2:18]3)[CH:12]=2)[CH:7]=1)([CH3:5])[CH2:3][OH:4], predict the reactants needed to synthesize it. The reactants are: [NH2:1][C@@:2]([C:6]1[CH:15]=[CH:14][C:13]2[C:8](=[CH:9][CH:10]=[C:11]([O:16][C@H:17]3[CH2:22][CH2:21][C@@H:20]([C:23]([F:26])([F:25])[F:24])[CH2:19][CH2:18]3)[CH:12]=2)[CH:7]=1)([CH3:5])[CH2:3][OH:4].C[C@@]1(C2C=CC3C(=CC=C(O[C@H]4CC[C@H](C(F)(F)F)CC4)C=3)C=2)COC(=O)N1. (4) Given the product [N:1]1([C:5]([C:7]2[CH:12]=[CH:11][C:10]([O:13][C:14]3[CH:15]=[C:16]([CH:26]=[C:27]([O:29][C@@H:30]([CH3:36])[CH2:31][O:32][CH:33]([F:34])[F:35])[CH:28]=3)[C:17]([NH:19][C:20]3[CH:24]=[CH:23][N:22]([CH3:25])[N:21]=3)=[O:18])=[CH:9][CH:8]=2)=[O:6])[CH2:2][CH2:3][CH2:4]1, predict the reactants needed to synthesize it. The reactants are: [N:1]1([C:5]([C:7]2[CH:12]=[CH:11][C:10]([O:13][C:14]3[CH:15]=[C:16]([CH:26]=[C:27]([O:29][C@@H:30]([CH3:36])[CH2:31][O:32][CH:33]([F:35])[F:34])[CH:28]=3)[C:17]([NH:19][C:20]3[CH:24]=[CH:23][N:22]([CH3:25])[N:21]=3)=[O:18])=[C:9](Cl)[CH:8]=2)=[O:6])[CH2:4][CH2:3][CH2:2]1.C(N(CC)CC)C. (5) The reactants are: [F:1][C:2]1[C:7]([O:8]C)=[CH:6][CH:5]=[CH:4][C:3]=1[C:10]1[N:15]([CH2:16][CH2:17][C:18]2[CH:23]=[CH:22][CH:21]=[CH:20][CH:19]=2)[C:14](=[O:24])[C:13]([CH2:25][CH:26]([CH3:28])[CH3:27])=[C:12]([CH3:29])[N:11]=1.B(Br)(Br)Br. Given the product [F:1][C:2]1[C:7]([OH:8])=[CH:6][CH:5]=[CH:4][C:3]=1[C:10]1[N:15]([CH2:16][CH2:17][C:18]2[CH:19]=[CH:20][CH:21]=[CH:22][CH:23]=2)[C:14](=[O:24])[C:13]([CH2:25][CH:26]([CH3:27])[CH3:28])=[C:12]([CH3:29])[N:11]=1, predict the reactants needed to synthesize it. (6) Given the product [Br:16][C:17]1[C:26]([OH:27])=[CH:25][C:24]2[C:23]([CH3:30])([CH3:29])[CH2:22][CH:21]=[C:20]([C:31]([CH3:33])([CH3:32])[CH3:34])[C:19]=2[CH:18]=1, predict the reactants needed to synthesize it. The reactants are: BrC1C(O)=CC2C(C)(C)CC=C(C)C=2C=1.[Br:16][C:17]1[CH:18]=[C:19]2[C:24](=[CH:25][C:26]=1[O:27]C)[C:23]([CH3:30])([CH3:29])[CH2:22][CH:21]=[C:20]2[C:31]([CH3:34])([CH3:33])[CH3:32]. (7) Given the product [CH3:16][C:11]1[NH:12][C:13](=[O:15])[CH2:14][CH:9]([C:6]2[CH:5]=[CH:4][C:3]([C:2]([F:20])([F:21])[F:1])=[CH:8][CH:7]=2)[C:10]=1[C:17]([NH:22][C:23]1[CH:24]=[C:25]2[C:29](=[C:30]([CH3:32])[CH:31]=1)[NH:28][N:27]=[CH:26]2)=[O:18], predict the reactants needed to synthesize it. The reactants are: [F:1][C:2]([F:21])([F:20])[C:3]1[CH:8]=[CH:7][C:6]([CH:9]2[CH2:14][C:13](=[O:15])[NH:12][C:11]([CH3:16])=[C:10]2[C:17](O)=[O:18])=[CH:5][CH:4]=1.[NH2:22][C:23]1[CH:24]=[C:25]2[C:29](=[C:30]([CH3:32])[CH:31]=1)[NH:28][N:27]=[CH:26]2.C(Cl)CCl.CCN(CC)CC. (8) Given the product [C:4]([O:3][C:1]([NH:8][C@@H:9]([C:15]([NH:18][C@H:19]([C:20]([NH:22][CH2:23][C:24]1[CH:29]=[C:28]([Cl:30])[CH:27]=[CH:26][C:25]=1[N:31]1[CH:35]=[N:34][CH:33]=[N:32]1)=[O:21])[CH2:36][CH3:37])=[O:17])[CH2:10][C:11]([CH3:12])([CH3:13])[CH3:14])=[O:2])([CH3:5])([CH3:6])[CH3:7], predict the reactants needed to synthesize it. The reactants are: [C:1]([NH:8][C@@H:9]([C:15]([OH:17])=O)[CH2:10][C:11]([CH3:14])([CH3:13])[CH3:12])([O:3][C:4]([CH3:7])([CH3:6])[CH3:5])=[O:2].[NH2:18][C@@H:19]([CH2:36][CH3:37])[C:20]([NH:22][CH2:23][C:24]1[CH:29]=[C:28]([Cl:30])[CH:27]=[CH:26][C:25]=1[N:31]1[CH:35]=[N:34][CH:33]=[N:32]1)=[O:21].C1C=NC2N(O)N=NC=2C=1.C(Cl)CCl.CCN(CC)CC.